From a dataset of Peptide-MHC class I binding affinity with 185,985 pairs from IEDB/IMGT. Regression. Given a peptide amino acid sequence and an MHC pseudo amino acid sequence, predict their binding affinity value. This is MHC class I binding data. The peptide sequence is TEMYIMYAM. The MHC is HLA-B15:42 with pseudo-sequence HLA-B15:42. The binding affinity (normalized) is 0.213.